This data is from NCI-60 drug combinations with 297,098 pairs across 59 cell lines. The task is: Regression. Given two drug SMILES strings and cell line genomic features, predict the synergy score measuring deviation from expected non-interaction effect. Drug 1: C1=NC2=C(N=C(N=C2N1C3C(C(C(O3)CO)O)O)F)N. Drug 2: C(CCl)NC(=O)N(CCCl)N=O. Cell line: SF-295. Synergy scores: CSS=0.895, Synergy_ZIP=1.22, Synergy_Bliss=3.40, Synergy_Loewe=-8.56, Synergy_HSA=-6.30.